This data is from NCI-60 drug combinations with 297,098 pairs across 59 cell lines. The task is: Regression. Given two drug SMILES strings and cell line genomic features, predict the synergy score measuring deviation from expected non-interaction effect. (1) Drug 1: CN(C)N=NC1=C(NC=N1)C(=O)N. Drug 2: C1=CC=C(C(=C1)C(C2=CC=C(C=C2)Cl)C(Cl)Cl)Cl. Cell line: MDA-MB-231. Synergy scores: CSS=-0.813, Synergy_ZIP=0.790, Synergy_Bliss=0.814, Synergy_Loewe=-1.84, Synergy_HSA=-2.18. (2) Drug 1: COC1=NC(=NC2=C1N=CN2C3C(C(C(O3)CO)O)O)N. Drug 2: CN(CCCl)CCCl.Cl. Cell line: PC-3. Synergy scores: CSS=8.31, Synergy_ZIP=-3.70, Synergy_Bliss=-1.45, Synergy_Loewe=-15.0, Synergy_HSA=-3.03. (3) Drug 1: C1=NC2=C(N=C(N=C2N1C3C(C(C(O3)CO)O)O)F)N. Drug 2: CN1C(=O)N2C=NC(=C2N=N1)C(=O)N. Cell line: PC-3. Synergy scores: CSS=7.34, Synergy_ZIP=-2.98, Synergy_Bliss=1.87, Synergy_Loewe=-0.0726, Synergy_HSA=0.200. (4) Drug 1: CC1=C(C=C(C=C1)C(=O)NC2=CC(=CC(=C2)C(F)(F)F)N3C=C(N=C3)C)NC4=NC=CC(=N4)C5=CN=CC=C5. Drug 2: C1=CC=C(C(=C1)C(C2=CC=C(C=C2)Cl)C(Cl)Cl)Cl. Cell line: HCT116. Synergy scores: CSS=4.71, Synergy_ZIP=-1.59, Synergy_Bliss=2.18, Synergy_Loewe=-0.478, Synergy_HSA=1.67. (5) Drug 1: CNC(=O)C1=CC=CC=C1SC2=CC3=C(C=C2)C(=NN3)C=CC4=CC=CC=N4. Drug 2: CC12CCC3C(C1CCC2O)C(CC4=C3C=CC(=C4)O)CCCCCCCCCS(=O)CCCC(C(F)(F)F)(F)F. Cell line: PC-3. Synergy scores: CSS=-0.612, Synergy_ZIP=1.57, Synergy_Bliss=0.170, Synergy_Loewe=-1.77, Synergy_HSA=-2.20. (6) Drug 1: CCC1=C2CN3C(=CC4=C(C3=O)COC(=O)C4(CC)O)C2=NC5=C1C=C(C=C5)O. Drug 2: CN(CCCl)CCCl.Cl. Cell line: CAKI-1. Synergy scores: CSS=44.6, Synergy_ZIP=-9.75, Synergy_Bliss=-1.99, Synergy_Loewe=-22.3, Synergy_HSA=1.60.